From a dataset of Forward reaction prediction with 1.9M reactions from USPTO patents (1976-2016). Predict the product of the given reaction. (1) Given the reactants [F:1][C:2]1[C:10]([O:11][CH:12]([C:15]2[S:16][CH:17]=[C:18]([C:20]#[C:21][C:22]3[CH:27]=[CH:26][C:25]([O:28][CH3:29])=[CH:24][CH:23]=3)[N:19]=2)[CH2:13][OH:14])=[CH:9][CH:8]=[C:7]([F:30])[C:3]=1[C:4]([NH2:6])=[O:5], predict the reaction product. The product is: [F:1][C:2]1[C:10]([O:11][CH:12]([C:15]2[S:16][CH:17]=[C:18]([CH2:20][CH2:21][C:22]3[CH:23]=[CH:24][C:25]([O:28][CH3:29])=[CH:26][CH:27]=3)[N:19]=2)[CH2:13][OH:14])=[CH:9][CH:8]=[C:7]([F:30])[C:3]=1[C:4]([NH2:6])=[O:5]. (2) Given the reactants [Cl:1][C:2]1[CH:3]=[C:4]([CH:24]=[CH:25][C:26]=1[S:27][C:28]1[NH:29][CH:30]=[CH:31][N:32]=1)[NH:5][C:6]1[C:15]2[C:10](=[CH:11][CH:12]=[CH:13][C:14]=2[O:16][CH:17]2[CH2:22][CH2:21][N:20]([CH3:23])[CH2:19][CH2:18]2)[N:9]=[CH:8][N:7]=1.Br[CH2:34][C:35]([O:37][C:38]([CH3:41])([CH3:40])[CH3:39])=[O:36], predict the reaction product. The product is: [C:38]([O:37][C:35]([CH2:34][N:29]1[CH:30]=[CH:31][N:32]=[C:28]1[S:27][C:26]1[CH:25]=[CH:24][C:4]([NH:5][C:6]2[C:15]3[C:10](=[CH:11][CH:12]=[CH:13][C:14]=3[O:16][CH:17]3[CH2:22][CH2:21][N:20]([CH3:23])[CH2:19][CH2:18]3)[N:9]=[CH:8][N:7]=2)=[CH:3][C:2]=1[Cl:1])=[O:36])([CH3:41])([CH3:40])[CH3:39].